This data is from Forward reaction prediction with 1.9M reactions from USPTO patents (1976-2016). The task is: Predict the product of the given reaction. (1) Given the reactants Br[C:2]1[CH:7]=[CH:6][C:5]([C:8]#[N:9])=[CH:4][N:3]=1.[CH:10]1([NH2:15])[CH2:14][CH2:13][CH2:12][CH2:11]1, predict the reaction product. The product is: [CH:10]1([NH:15][C:2]2[CH:7]=[CH:6][C:5]([C:8]#[N:9])=[CH:4][N:3]=2)[CH2:14][CH2:13][CH2:12][CH2:11]1. (2) Given the reactants [CH3:1][C:2]1[CH:7]=[CH:6][C:5]([OH:8])=[CH:4][CH:3]=1.[F:9][C:10]1[CH:18]=[C:17]([F:19])[C:16]([F:20])=[CH:15][C:11]=1[C:12](O)=[O:13].CCCCCCC, predict the reaction product. The product is: [F:9][C:10]1[CH:18]=[C:17]([F:19])[C:16]([F:20])=[CH:15][C:11]=1[C:12]([O:8][C:5]1[CH:6]=[CH:7][C:2]([CH3:1])=[CH:3][CH:4]=1)=[O:13]. (3) Given the reactants [OH:1][CH2:2][CH2:3][NH:4][CH2:5][CH2:6][NH2:7].[C:8]12([CH2:18][NH:19][C:20](=[O:29])[C:21]3[C:26]([Cl:27])=[CH:25][N:24]=[C:23](Br)[CH:22]=3)[CH2:17][CH:12]3[CH2:13][CH:14]([CH2:16][CH:10]([CH2:11]3)[CH2:9]1)[CH2:15]2.[C:30](=[O:33])([O-])[O-:31].[K+].[K+].O, predict the reaction product. The product is: [C:8]12([CH2:18][NH:19][C:20]([C:21]3[C:26]([Cl:27])=[CH:25][N:24]=[C:23]([N:4]([CH2:3][CH2:2][OH:1])[CH2:5][CH2:6][NH:7][C:30](=[O:33])[O:31][C:8]([CH3:17])([CH3:15])[CH3:9])[CH:22]=3)=[O:29])[CH2:17][CH:12]3[CH2:13][CH:14]([CH2:16][CH:10]([CH2:11]3)[CH2:9]1)[CH2:15]2. (4) Given the reactants [CH2:1]([O:8][C@H:9]1[C:13]([CH2:16][OH:17])([CH2:14][OH:15])[O:12][C@@H:11]([N:18]2[CH:26]=[C:24]([CH3:25])[C:22](=[O:23])[NH:21][C:19]2=[O:20])[C@@H:10]1[OH:27])[C:2]1[CH:7]=[CH:6][CH:5]=[CH:4][CH:3]=1.N1C=CC=CC=1.[CH3:34][S:35](Cl)(=[O:37])=[O:36], predict the reaction product. The product is: [CH2:1]([O:8][C@H:9]1[C:13]([CH2:14][O:15][S:35]([CH3:34])(=[O:37])=[O:36])([CH2:16][O:17][S:35]([CH3:34])(=[O:37])=[O:36])[O:12][C@@H:11]([N:18]2[CH:26]=[C:24]([CH3:25])[C:22](=[O:23])[NH:21][C:19]2=[O:20])[C@@H:10]1[O:27][S:35]([CH3:34])(=[O:37])=[O:36])[C:2]1[CH:3]=[CH:4][CH:5]=[CH:6][CH:7]=1. (5) Given the reactants [Br:1][C:2]1[C:7]2[N:8]=[C:9]([CH3:11])[S:10][C:6]=2[CH:5]=[CH:4][C:3]=1[CH3:12].[Br:13]N1C(=O)CCC1=O.C(OOC(=O)C1C=CC=CC=1)(=O)C1C=CC=CC=1, predict the reaction product. The product is: [Br:1][C:2]1[C:7]2[N:8]=[C:9]([CH3:11])[S:10][C:6]=2[CH:5]=[CH:4][C:3]=1[CH2:12][Br:13]. (6) Given the reactants [Cl:1][C:2]1[CH:3]=[C:4]([C:8]#[C:9][C:10]2[NH:11][O:12][CH:13]3[NH:17][CH2:16][CH2:15][C:14]=23)[CH:5]=[CH:6][CH:7]=1.C(N(CC)CC)C.[CH:25]([N:28]=[C:29]=[O:30])([CH3:27])[CH3:26].O, predict the reaction product. The product is: [Cl:1][C:2]1[CH:3]=[C:4]([C:8]#[C:9][C:10]2[CH:14]3[CH2:15][CH2:16][N:17]([C:29]([NH:28][CH:25]([CH3:27])[CH3:26])=[O:30])[CH:13]3[O:12][N:11]=2)[CH:5]=[CH:6][CH:7]=1. (7) Given the reactants [NH2:1][C:2]1[CH:3]=[C:4]([CH:10]=[CH:11][CH:12]=1)[C:5]([O:7][CH2:8][CH3:9])=[O:6].[F:13][C:14]([F:25])([F:24])[C:15]1[CH:16]=[C:17](B(O)O)[CH:18]=[CH:19][CH:20]=1.N1C=CC=CC=1, predict the reaction product. The product is: [F:13][C:14]([F:25])([F:24])[C:15]1[CH:20]=[C:19]([NH:1][C:2]2[CH:3]=[C:4]([CH:10]=[CH:11][CH:12]=2)[C:5]([O:7][CH2:8][CH3:9])=[O:6])[CH:18]=[CH:17][CH:16]=1. (8) The product is: [O:25]=[C:17]([C:13]1[C:9]2[CH:8]=[C:7]([C:1]3[CH:2]=[CH:3][CH:4]=[CH:5][CH:6]=3)[CH:15]=[CH:14][C:10]=2[S:11][CH:12]=1)[CH2:18][CH2:19][C:20]([O:22][CH2:23][CH3:24])=[O:21]. Given the reactants [C:1]1([C:7]2[CH:15]=[CH:14][C:10]3[S:11][CH:12]=[CH:13][C:9]=3[CH:8]=2)[CH:6]=[CH:5][CH:4]=[CH:3][CH:2]=1.Cl[C:17](=[O:25])[CH2:18][CH2:19][C:20]([O:22][CH2:23][CH3:24])=[O:21].Cl[Sn](Cl)(Cl)Cl, predict the reaction product. (9) Given the reactants CN(C=O)C.[Cl:6][C:7]1[CH:12]=[C:11]([Cl:13])[CH:10]=[CH:9][C:8]=1[OH:14].[Cl:15][C:16]1[CH:21]=[CH:20][CH:19]=[C:18](Cl)[N:17]=1.C(=O)([O-])[O-].[K+].[K+], predict the reaction product. The product is: [Cl:15][C:16]1[CH:21]=[CH:20][CH:19]=[C:18]([O:14][C:8]2[CH:9]=[CH:10][C:11]([Cl:13])=[CH:12][C:7]=2[Cl:6])[N:17]=1. (10) Given the reactants C1(C(C2C=CC=CC=2)(C2C=CC=CC=2)[N:8]2[N:12]=[C:11]([C:13]3[CH:18]=[CH:17][CH:16]=[CH:15][C:14]=3[C:19]3[CH:24]=[CH:23][C:22]([CH2:25][N:26]([C:33]4[CH:34]=[C:35]([CH:41]=[CH:42][CH:43]=4)[C:36]([O:38]CC)=[O:37])[C:27](=[O:32])[CH2:28][CH2:29][CH2:30][CH3:31])=[CH:21][CH:20]=3)[N:10]=[N:9]2)C=CC=CC=1.[OH-].[Li+], predict the reaction product. The product is: [NH:10]1[C:11]([C:13]2[CH:18]=[CH:17][CH:16]=[CH:15][C:14]=2[C:19]2[CH:20]=[CH:21][C:22]([CH2:25][N:26]([C:33]3[CH:34]=[C:35]([CH:41]=[CH:42][CH:43]=3)[C:36]([OH:38])=[O:37])[C:27](=[O:32])[CH2:28][CH2:29][CH2:30][CH3:31])=[CH:23][CH:24]=2)=[N:12][N:8]=[N:9]1.